Dataset: Reaction yield outcomes from USPTO patents with 853,638 reactions. Task: Predict the reaction yield, written as a fraction of the theoretical maximum amount of product (1.0 means a 100% yield; for example, 0.34 means a 34% yield). (1) The reactants are [CH:1]1([CH2:7][N:8]2[C:16]3[C:11](=[N:12][CH:13]=[C:14]([C:17]4[CH:25]=[CH:24][C:20]([C:21](O)=[O:22])=[CH:19][CH:18]=4)[N:15]=3)[NH:10][C:9]2=[O:26])[CH2:6][CH2:5][CH2:4][CH2:3][CH2:2]1.C1(CN2C3C(=N[CH:39]=[C:40]([C:43]4C=CC(C(OC)=O)=CC=4)[N:41]=3)NC2=O)CCCCC1. The catalyst is [OH-].[Li+].O1CCCC1. The product is [CH:1]1([CH2:7][N:8]2[C:16]3[C:11](=[N:12][CH:13]=[C:14]([C:17]4[CH:18]=[CH:19][C:20]([C:21]([NH:41][CH:40]([CH3:43])[CH3:39])=[O:22])=[CH:24][CH:25]=4)[N:15]=3)[NH:10][C:9]2=[O:26])[CH2:2][CH2:3][CH2:4][CH2:5][CH2:6]1. The yield is 0.900. (2) The reactants are [CH:1]([C:3]1[CH:4]=[CH:5][C:6]([CH3:13])=[C:7]([CH:12]=1)[C:8]([O:10][CH3:11])=[O:9])=[O:2].[CH3:14][C:15](=[N:19]O)[C:16](=O)[CH3:17].[ClH:21].C(OCC)(=O)C. No catalyst specified. The product is [Cl:21][CH2:14][C:15]1[N:19]=[C:1]([C:3]2[CH:4]=[CH:5][C:6]([CH3:13])=[C:7]([CH:12]=2)[C:8]([O:10][CH3:11])=[O:9])[O:2][C:16]=1[CH3:17]. The yield is 0.410. (3) The reactants are [F:1][C:2]1[CH:7]=[CH:6][C:5]([SH:8])=[CH:4][CH:3]=1.[OH-:9].[Na+].I[CH2:12][CH2:13][CH3:14].ClC1C=CC=C(C(OO)=[O:23])C=1. The catalyst is CO.O.C(Cl)Cl. The product is [F:1][C:2]1[CH:7]=[CH:6][C:5]([S:8]([CH2:12][CH2:13][CH3:14])(=[O:23])=[O:9])=[CH:4][CH:3]=1. The yield is 0.870. (4) The reactants are C1(C(C2C=CC=CC=2)=[N:8][C:9]2[C:18]3[CH2:17][CH2:16][C@H:15]([N:19]4[CH2:23][CH2:22][CH2:21][CH2:20]4)[CH2:14][C:13]=3[C:12]([O:24][CH3:25])=[CH:11][CH:10]=2)C=CC=CC=1.Cl. The catalyst is C1COCC1. The product is [CH3:25][O:24][C:12]1[C:13]2[CH2:14][C@@H:15]([N:19]3[CH2:23][CH2:22][CH2:21][CH2:20]3)[CH2:16][CH2:17][C:18]=2[C:9]([NH2:8])=[CH:10][CH:11]=1. The yield is 0.990. (5) The reactants are [Cl:1][C:2]1[C:3]([CH3:14])=[C:4]([NH:10]C(=O)C)[CH:5]=[CH:6][C:7]=1[C:8]#[N:9]. The catalyst is Cl.CCO. The product is [NH2:10][C:4]1[CH:5]=[CH:6][C:7]([C:8]#[N:9])=[C:2]([Cl:1])[C:3]=1[CH3:14]. The yield is 0.600. (6) The reactants are Cl[C:2](OC1C=CC=CC=1)=[O:3].[NH2:11][C:12]1[C:20]([CH3:21])=[CH:19][C:18]([Cl:22])=[CH:17][C:13]=1[C:14]([OH:16])=[O:15]. The catalyst is C1COCC1. The product is [Cl:22][C:18]1[CH:19]=[C:20]([CH3:21])[C:12]2[NH:11][C:2](=[O:3])[O:15][C:14](=[O:16])[C:13]=2[CH:17]=1. The yield is 0.902. (7) The reactants are N/[C:2](=[CH:5]\[CH3:6])/[C:3]#[N:4].[ClH:7].Cl.[NH:9]([C:11]1[CH:12]=[N:13][CH:14]=[CH:15][CH:16]=1)[NH2:10].Cl. The catalyst is O. The product is [ClH:7].[ClH:7].[CH3:6][C:5]1[CH:2]=[C:3]([NH2:4])[N:9]([C:11]2[CH:12]=[N:13][CH:14]=[CH:15][CH:16]=2)[N:10]=1. The yield is 0.550.